From a dataset of Forward reaction prediction with 1.9M reactions from USPTO patents (1976-2016). Predict the product of the given reaction. (1) Given the reactants C[O:2][C:3](=O)[C@@H:4]([N:8]([CH2:22][CH2:23][CH2:24][CH2:25][CH3:26])[S:9]([C:12]1[CH:21]=[CH:20][C:15]([C:16](OC)=[O:17])=[CH:14][CH:13]=1)(=[O:11])=[O:10])[CH2:5][CH:6]=[CH2:7].[H-].[Al+3].[Li+].[H-].[H-].[H-].O.[OH-].[Na+], predict the reaction product. The product is: [OH:17][CH2:16][C:15]1[CH:20]=[CH:21][C:12]([S:9]([N:8]([C@@H:4]([CH2:5][CH:6]=[CH2:7])[CH2:3][OH:2])[CH2:22][CH2:23][CH2:24][CH2:25][CH3:26])(=[O:11])=[O:10])=[CH:13][CH:14]=1. (2) Given the reactants [S:1]([N:11]1[C:19]2[C:14](=[CH:15][CH:16]=[CH:17][CH:18]=2)[C:13]([CH2:20][N:21]2[CH2:26][CH2:25][CH2:24][C:23]3([CH2:31][CH2:30][NH:29][CH2:28][CH2:27]3)[C:22]2=[O:32])=[CH:12]1)([C:4]1[CH:10]=[CH:9][C:7]([CH3:8])=[CH:6][CH:5]=1)(=[O:3])=[O:2].Br[C:34]1[CH:35]=[N:36][C:37]2[C:42]([CH:43]=1)=[CH:41][CH:40]=[CH:39][CH:38]=2.C([O-])(C)(C)C.[Na+].C1(P(C2CCCCC2)C2C=CC=CC=2C2C=CC=CC=2N(C)C)CCCCC1, predict the reaction product. The product is: [N:36]1[C:37]2[C:42](=[CH:41][CH:40]=[CH:39][CH:38]=2)[CH:43]=[C:34]([N:29]2[CH2:30][CH2:31][C:23]3([C:22](=[O:32])[N:21]([CH2:20][C:13]4[C:14]5[C:19](=[CH:18][CH:17]=[CH:16][CH:15]=5)[N:11]([S:1]([C:4]5[CH:10]=[CH:9][C:7]([CH3:8])=[CH:6][CH:5]=5)(=[O:2])=[O:3])[CH:12]=4)[CH2:26][CH2:25][CH2:24]3)[CH2:27][CH2:28]2)[CH:35]=1. (3) Given the reactants C[O:2][C:3]1[CH:26]=[CH:25][C:6]2[C:7]([CH2:10][CH2:11][CH:12]3[CH2:17][CH2:16][N:15]([CH2:18][C:19]4[CH:24]=[CH:23][CH:22]=[CH:21][CH:20]=4)[CH2:14][CH2:13]3)=[N:8][O:9][C:5]=2[CH:4]=1.C([O-])(O)=O.[Na+], predict the reaction product. The product is: [OH:2][C:3]1[CH:26]=[CH:25][C:6]2[C:7]([CH2:10][CH2:11][CH:12]3[CH2:13][CH2:14][N:15]([CH2:18][C:19]4[CH:24]=[CH:23][CH:22]=[CH:21][CH:20]=4)[CH2:16][CH2:17]3)=[N:8][O:9][C:5]=2[CH:4]=1. (4) Given the reactants [CH3:1][O:2][C:3]1[CH:4]=[C:5]([CH:11]([CH:14]([CH3:16])[CH3:15])[C:12]#[N:13])[CH:6]=[CH:7][C:8]=1[O:9][CH3:10].[NH2-].[Na+].[Cl:19][CH2:20][CH2:21][CH2:22]I.CO, predict the reaction product. The product is: [Cl:19][CH2:20][CH2:21][CH2:22][C:11]([C:5]1[CH:6]=[CH:7][C:8]([O:9][CH3:10])=[C:3]([O:2][CH3:1])[CH:4]=1)([CH:14]([CH3:16])[CH3:15])[C:12]#[N:13]. (5) Given the reactants Cl.[CH3:2][O:3][C:4]([CH:6]1[CH2:9][NH:8][CH2:7]1)=[O:5].CCN(C(C)C)C(C)C.[N+:19]([C:22]1[CH:23]=[C:24]([CH:27]=[CH:28][CH:29]=1)[CH:25]=O)([O-:21])=[O:20].[BH-](OC(C)=O)(OC(C)=O)OC(C)=O.[Na+], predict the reaction product. The product is: [CH3:2][O:3][C:4]([CH:6]1[CH2:9][N:8]([CH2:25][C:24]2[CH:27]=[CH:28][CH:29]=[C:22]([N+:19]([O-:21])=[O:20])[CH:23]=2)[CH2:7]1)=[O:5].